This data is from Catalyst prediction with 721,799 reactions and 888 catalyst types from USPTO. The task is: Predict which catalyst facilitates the given reaction. The catalyst class is: 20. Product: [C:1]1([C@@H:7]([NH:9][C:10]2[N:15]=[C:14]([N:16]3[C:20]4[CH:21]=[C:22]([NH:25][C:33](=[O:36])[CH:34]=[CH2:35])[CH:23]=[CH:24][C:19]=4[N:18]=[CH:17]3)[CH:13]=[N:12][CH:11]=2)[CH3:8])[CH:6]=[CH:5][CH:4]=[CH:3][CH:2]=1. Reactant: [C:1]1([C@@H:7]([NH:9][C:10]2[N:15]=[C:14]([N:16]3[C:20]4[CH:21]=[C:22]([NH2:25])[CH:23]=[CH:24][C:19]=4[N:18]=[CH:17]3)[CH:13]=[N:12][CH:11]=2)[CH3:8])[CH:6]=[CH:5][CH:4]=[CH:3][CH:2]=1.C(N(CC)CC)C.[C:33](O)(=[O:36])[CH:34]=[CH2:35].